From a dataset of Merck oncology drug combination screen with 23,052 pairs across 39 cell lines. Regression. Given two drug SMILES strings and cell line genomic features, predict the synergy score measuring deviation from expected non-interaction effect. (1) Drug 1: O=S1(=O)NC2(CN1CC(F)(F)F)C1CCC2Cc2cc(C=CCN3CCC(C(F)(F)F)CC3)ccc2C1. Drug 2: NC(=O)c1cccc2cn(-c3ccc(C4CCCNC4)cc3)nc12. Cell line: UACC62. Synergy scores: synergy=13.9. (2) Drug 1: CN(Cc1cnc2nc(N)nc(N)c2n1)c1ccc(C(=O)NC(CCC(=O)O)C(=O)O)cc1. Drug 2: NC1(c2ccc(-c3nc4ccn5c(=O)[nH]nc5c4cc3-c3ccccc3)cc2)CCC1. Cell line: HT29. Synergy scores: synergy=2.83. (3) Drug 1: CN1C(=O)C=CC2(C)C3CCC4(C)C(NC(=O)OCC(F)(F)F)CCC4C3CCC12. Drug 2: N.N.O=C(O)C1(C(=O)O)CCC1.[Pt]. Cell line: COLO320DM. Synergy scores: synergy=10.5.